This data is from Forward reaction prediction with 1.9M reactions from USPTO patents (1976-2016). The task is: Predict the product of the given reaction. (1) Given the reactants Cl.Cl.[O:3]1[C:8]2=[CH:9][CH:10]=[CH:11][C:7]2=[C:6]([CH:12]2[CH2:17][CH2:16][CH2:15][CH2:14][N:13]2[CH2:18][CH2:19][C@H:20]2[CH2:25][CH2:24][C@H:23]([NH2:26])[CH2:22][CH2:21]2)[CH:5]=[CH:4]1.[CH3:27][S:28]([CH2:31][C:32](O)=[O:33])(=[O:30])=[O:29], predict the reaction product. The product is: [O:3]1[C:8]2=[CH:9][CH:10]=[CH:11][C:7]2=[C:6]([CH:12]2[CH2:17][CH2:16][CH2:15][CH2:14][N:13]2[CH2:18][CH2:19][C@H:20]2[CH2:21][CH2:22][C@H:23]([NH:26][C:32](=[O:33])[CH2:31][S:28]([CH3:27])(=[O:30])=[O:29])[CH2:24][CH2:25]2)[CH:5]=[CH:4]1. (2) Given the reactants C([C@@H](NC(C1C=C(C)C2N=C(CCC)N(CC3C=CC(C4C=CC=CC=4C4NN=NN=4)=CC=3)C=2C=1)=O)CC(=O)NOCC1C=CC=CC=1)C1C=CC=CC=1.[CH2:55]([C@@H:62]([NH:75][C:76]([C:78]1[CH:107]=[C:106]([CH3:108])[C:81]2[N:82]([CH2:88][C:89]3[CH:94]=[CH:93][C:92]([C:95]4[CH:100]=[CH:99][CH:98]=[CH:97][C:96]=4[C:101]4[NH:105][N:104]=[N:103][N:102]=4)=[CH:91][CH:90]=3)[C:83]([CH2:85][CH2:86][CH3:87])=[N:84][C:80]=2[CH:79]=1)=[O:77])[CH2:63][C:64](=[O:74])[NH:65][O:66]CC1C=CC=CC=1)[C:56]1[CH:61]=[CH:60][CH:59]=[CH:58][CH:57]=1, predict the reaction product. The product is: [CH2:55]([C@@H:62]([NH:75][C:76]([C:78]1[CH:107]=[C:106]([CH3:108])[C:81]2[N:82]([CH2:88][C:89]3[CH:94]=[CH:93][C:92]([C:95]4[CH:100]=[CH:99][CH:98]=[CH:97][C:96]=4[C:101]4[NH:102][N:103]=[N:104][N:105]=4)=[CH:91][CH:90]=3)[C:83]([CH2:85][CH2:86][CH3:87])=[N:84][C:80]=2[CH:79]=1)=[O:77])[CH2:63][C:64](=[O:74])[NH:65][OH:66])[C:56]1[CH:61]=[CH:60][CH:59]=[CH:58][CH:57]=1.